From a dataset of Forward reaction prediction with 1.9M reactions from USPTO patents (1976-2016). Predict the product of the given reaction. (1) Given the reactants [Cl:1][C:2]1[CH:3]=[C:4]([CH2:8][C:9]([CH3:17])([CH3:16])[CH2:10][C:11](=[O:15])[C:12]([OH:14])=[O:13])[CH:5]=[CH:6][CH:7]=1.S(=O)(=O)(O)O.C(=O)(O)[O-].[Na+].[CH2:28](O)[CH3:29], predict the reaction product. The product is: [CH2:28]([O:13][C:12](=[O:14])[C:11](=[O:15])[CH2:10][C:9]([CH3:17])([CH3:16])[CH2:8][C:4]1[CH:5]=[CH:6][CH:7]=[C:2]([Cl:1])[CH:3]=1)[CH3:29]. (2) Given the reactants CN(C)CC[C:5]1[CH:14]=[CH:13][C:12]2[C:11](=[O:15])[N:10]([CH2:16][O:17][CH3:18])[C:9]3[CH:19]=[CH:20][CH:21]=[CH:22][C:8]=3[C:7]=2[N:6]=1, predict the reaction product. The product is: [CH3:11][N:10]([CH3:16])[CH2:9][CH2:8][C:21]1[CH:20]=[CH:19][C:9]2[N:10]([CH2:16][O:17][CH3:18])[C:11](=[O:15])[C:12]3[CH2:13][CH2:14][CH2:5][NH:6][C:7]=3[C:8]=2[CH:22]=1. (3) Given the reactants [Cl:1][C:2]1[N:7]=[C:6]([C:8]2[CH:13]=[CH:12][CH:11]=[C:10](I)[CH:9]=2)[N:5]=[C:4]([C:15]([O:17][CH2:18][CH3:19])=[O:16])[CH:3]=1.[C:20]([C@:22]1([OH:29])[CH2:26][CH2:25][N:24]([CH3:27])[C:23]1=[O:28])#[CH:21], predict the reaction product. The product is: [Cl:1][C:2]1[N:7]=[C:6]([C:8]2[CH:13]=[CH:12][CH:11]=[C:10]([C:21]#[C:20][C@:22]3([OH:29])[CH2:26][CH2:25][N:24]([CH3:27])[C:23]3=[O:28])[CH:9]=2)[N:5]=[C:4]([C:15]([O:17][CH2:18][CH3:19])=[O:16])[CH:3]=1.